This data is from NCI-60 drug combinations with 297,098 pairs across 59 cell lines. The task is: Regression. Given two drug SMILES strings and cell line genomic features, predict the synergy score measuring deviation from expected non-interaction effect. (1) Drug 1: CN(CC1=CN=C2C(=N1)C(=NC(=N2)N)N)C3=CC=C(C=C3)C(=O)NC(CCC(=O)O)C(=O)O. Drug 2: CCN(CC)CCCC(C)NC1=C2C=C(C=CC2=NC3=C1C=CC(=C3)Cl)OC. Cell line: SNB-19. Synergy scores: CSS=65.3, Synergy_ZIP=-5.34, Synergy_Bliss=-2.16, Synergy_Loewe=-11.6, Synergy_HSA=-1.76. (2) Drug 1: C1=CC=C(C=C1)NC(=O)CCCCCCC(=O)NO. Drug 2: CC1C(C(CC(O1)OC2CC(CC3=C2C(=C4C(=C3O)C(=O)C5=C(C4=O)C(=CC=C5)OC)O)(C(=O)CO)O)N)O.Cl. Cell line: HCT-15. Synergy scores: CSS=15.1, Synergy_ZIP=-1.52, Synergy_Bliss=2.47, Synergy_Loewe=-1.48, Synergy_HSA=1.42.